From a dataset of Forward reaction prediction with 1.9M reactions from USPTO patents (1976-2016). Predict the product of the given reaction. Given the reactants [CH3:1][C:2]1[CH:10]=[CH:9][C:5]([C:6]([OH:8])=O)=[CH:4][N:3]=1.CN(C(ON1N=NC2C=CC=NC1=2)=[N+](C)C)C.F[P-](F)(F)(F)(F)F.[F:35][C:36]1[CH:41]=[CH:40][C:39]([C:42]2[C:50]3[O:49][C:48]([NH2:51])=[N:47][C:46]=3[C:45]([O:52][CH3:53])=[CH:44][CH:43]=2)=[CH:38][CH:37]=1, predict the reaction product. The product is: [F:35][C:36]1[CH:37]=[CH:38][C:39]([C:42]2[C:50]3[O:49][C:48]([NH:51][C:6](=[O:8])[C:5]4[CH:9]=[CH:10][C:2]([CH3:1])=[N:3][CH:4]=4)=[N:47][C:46]=3[C:45]([O:52][CH3:53])=[CH:44][CH:43]=2)=[CH:40][CH:41]=1.